This data is from Forward reaction prediction with 1.9M reactions from USPTO patents (1976-2016). The task is: Predict the product of the given reaction. (1) Given the reactants O.[NH2:2][NH2:3].[CH2:4]([O:6][C:7](=[O:22])[C:8](=O)[CH2:9][C:10](=O)[CH:11]([O:13][C:14]1[CH:19]=[CH:18][CH:17]=[CH:16][CH:15]=1)[CH3:12])[CH3:5], predict the reaction product. The product is: [CH2:4]([O:6][C:7]([C:8]1[NH:2][N:3]=[C:10]([CH:11]([O:13][C:14]2[CH:19]=[CH:18][CH:17]=[CH:16][CH:15]=2)[CH3:12])[CH:9]=1)=[O:22])[CH3:5]. (2) Given the reactants [NH:1]1[CH2:5][CH2:4][CH2:3][CH2:2]1.[CH2:6]([O:13][N:14]1[C:19](=[O:20])[C:18]2[CH:21]=[C:22]([F:26])[C:23](Cl)=[N:24][C:17]=2[N:16]([C:27]2[CH:32]=[CH:31][CH:30]=[C:29]([C:33]([F:36])([F:35])[F:34])[CH:28]=2)[C:15]1=[O:37])[C:7]1[CH:12]=[CH:11][CH:10]=[CH:9][CH:8]=1.C(N(CC)CC)C, predict the reaction product. The product is: [CH2:6]([O:13][N:14]1[C:19](=[O:20])[C:18]2[CH:21]=[C:22]([F:26])[C:23]([N:1]3[CH2:5][CH2:4][CH2:3][CH2:2]3)=[N:24][C:17]=2[N:16]([C:27]2[CH:32]=[CH:31][CH:30]=[C:29]([C:33]([F:36])([F:35])[F:34])[CH:28]=2)[C:15]1=[O:37])[C:7]1[CH:8]=[CH:9][CH:10]=[CH:11][CH:12]=1. (3) Given the reactants CCN(C(C)C)C(C)C.[OH:10][C:11]1[C:20]([OH:21])=[C:19]2[C:14]([CH:15]=[C:16]([C:23]([OH:25])=O)[C:17](=[O:22])[O:18]2)=[CH:13][CH:12]=1.CN(C(ON1N=NC2C=CC=NC1=2)=[N+](C)C)C.F[P-](F)(F)(F)(F)F.[N:50]1[C:51]([C:59]2[CH:60]=[C:61]([NH2:65])[CH:62]=[CH:63][CH:64]=2)=[CH:52][N:53]2[CH:58]=[CH:57][CH:56]=[CH:55][C:54]=12, predict the reaction product. The product is: [N:50]1[C:51]([C:59]2[CH:60]=[C:61]([NH:65][C:23]([C:16]3[C:17](=[O:22])[O:18][C:19]4[C:14]([CH:15]=3)=[CH:13][CH:12]=[C:11]([OH:10])[C:20]=4[OH:21])=[O:25])[CH:62]=[CH:63][CH:64]=2)=[CH:52][N:53]2[CH:58]=[CH:57][CH:56]=[CH:55][C:54]=12. (4) Given the reactants [CH3:1][C:2]([CH3:32])([CH2:7][N:8]1[CH2:13][CH2:12][CH:11]([CH2:14][NH:15][C:16]([N:18]2[C:26]3[C:21](=[CH:22][CH:23]=[CH:24][CH:25]=3)[C:20]3([CH2:30][CH2:29][CH2:28][CH2:27]3)[C:19]2=[O:31])=[O:17])[CH2:10][CH2:9]1)[C:3]([O:5]C)=[O:4].OS(O)(=O)=O.C([O-])(O)=O.[Na+].C(Cl)Cl, predict the reaction product. The product is: [CH3:1][C:2]([CH3:32])([CH2:7][N:8]1[CH2:13][CH2:12][CH:11]([CH2:14][NH:15][C:16]([N:18]2[C:26]3[C:21](=[CH:22][CH:23]=[CH:24][CH:25]=3)[C:20]3([CH2:30][CH2:29][CH2:28][CH2:27]3)[C:19]2=[O:31])=[O:17])[CH2:10][CH2:9]1)[C:3]([OH:5])=[O:4]. (5) Given the reactants [O:1]1[C:9]2[C:4](=[N:5][CH:6]=[CH:7][CH:8]=2)[NH:3][C:2]1=[O:10].N([CH2:14][CH:15]1[CH2:20][CH2:19][CH2:18][CH2:17][CH2:16]1)=C=O, predict the reaction product. The product is: [O:10]=[C:2]1[NH:3][C:4]2=[N:5][CH:6]=[CH:7][CH:8]=[C:9]2[O:1]1.[CH2:19]1[CH2:18][CH2:17][CH2:16][CH:15]([CH2:14][C:2]([NH2:3])=[O:1])[CH2:20]1. (6) Given the reactants [Br:1][C:2]1[CH:11]=[CH:10][C:5]([C:6](Cl)=[N:7][OH:8])=[CH:4][CH:3]=1.[CH3:12][C:13]([CH3:17])([CH3:16])[C:14]#[CH:15].C(N(CC)CC)C, predict the reaction product. The product is: [Br:1][C:2]1[CH:11]=[CH:10][C:5]([C:6]2[CH:15]=[C:14]([C:13]([CH3:17])([CH3:16])[CH3:12])[O:8][N:7]=2)=[CH:4][CH:3]=1. (7) Given the reactants [Cl:1][C:2]1[CH:7]=[CH:6][C:5]([CH2:8][CH:9]([NH:13][CH:14]=O)[CH:10]([CH3:12])[CH3:11])=[CH:4][C:3]=1[O:16][CH2:17][CH2:18][O:19][CH3:20].O=P(Cl)(Cl)Cl.[NH4+].[OH-], predict the reaction product. The product is: [Cl:1][C:2]1[CH:7]=[C:6]2[C:5]([CH2:8][CH:9]([CH:10]([CH3:12])[CH3:11])[N:13]=[CH:14]2)=[CH:4][C:3]=1[O:16][CH2:17][CH2:18][O:19][CH3:20]. (8) Given the reactants Cl.[NH2:2][C@@H:3]1[CH2:8][CH2:7][C@H:6]([NH:9][C:10]([C:12]2[C:16]3=[N:17][CH:18]=[CH:19][C:20]([C:21]4[C:29]5[O:28][CH2:27][O:26][C:25]=5[CH:24]=[CH:23][C:22]=4[O:30][CH2:31][CH:32]4[CH2:34][CH2:33]4)=[C:15]3[NH:14][C:13]=2[CH3:35])=[O:11])[CH2:5][CH2:4]1.C([O:39][CH2:40][C:41](Cl)=[O:42])(=O)C, predict the reaction product. The product is: [CH:32]1([CH2:31][O:30][C:22]2[CH:23]=[CH:24][C:25]3[O:26][CH2:27][O:28][C:29]=3[C:21]=2[C:20]2[CH:19]=[CH:18][N:17]=[C:16]3[C:12]([C:10]([NH:9][C@H:6]4[CH2:7][CH2:8][C@@H:3]([NH:2][C:40](=[O:39])[CH2:41][OH:42])[CH2:4][CH2:5]4)=[O:11])=[C:13]([CH3:35])[NH:14][C:15]=23)[CH2:33][CH2:34]1.